From a dataset of Catalyst prediction with 721,799 reactions and 888 catalyst types from USPTO. Predict which catalyst facilitates the given reaction. (1) Reactant: [CH2:1]([O:5][C:6]1[C:14]([C:15]2[CH:20]=[C:19]([C:21]([F:24])([F:23])[F:22])[CH:18]=[CH:17][C:16]=2[F:25])=[CH:13][C:9]([C:10]([OH:12])=O)=[CH:8][N:7]=1)[CH2:2][CH2:3][CH3:4].CN(C(ON1N=NC2C=CC=CC1=2)=[N+](C)C)C.[B-](F)(F)(F)F.C(N(CC)C(C)C)(C)C.[NH2:57][C@@H:58]1[CH2:63][CH2:62][CH2:61][CH2:60][C@H:59]1[OH:64]. Product: [CH2:1]([O:5][C:6]1[C:14]([C:15]2[CH:20]=[C:19]([C:21]([F:23])([F:24])[F:22])[CH:18]=[CH:17][C:16]=2[F:25])=[CH:13][C:9]([C:10]([NH:57][C@@H:58]2[CH2:63][CH2:62][CH2:61][CH2:60][C@H:59]2[OH:64])=[O:12])=[CH:8][N:7]=1)[CH2:2][CH2:3][CH3:4]. The catalyst class is: 3. (2) Reactant: [S:1](Cl)(Cl)(=[O:3])=[O:2].[OH:6][C@@H:7]1[CH2:16][CH2:15][CH2:14][C@H:13]2[C@@H:8]1[NH:9][CH2:10][CH2:11][N:12]2[C:17]([O:19][C:20]([CH3:23])([CH3:22])[CH3:21])=[O:18].C(N(CC)CC)C. Product: [O:6]1[C@H:7]2[C@@H:8]3[C@H:13]([CH2:14][CH2:15][CH2:16]2)[N:12]([C:17]([O:19][C:20]([CH3:23])([CH3:22])[CH3:21])=[O:18])[CH2:11][CH2:10][N:9]3[S:1]1(=[O:3])=[O:2]. The catalyst class is: 4. (3) Reactant: [C:1]1([C:13]23[CH2:20][CH2:19][C:16]([NH2:21])([CH2:17][CH2:18]2)[CH2:15][CH2:14]3)[C:5]2=[C:6]3[CH:12]=[CH:11][NH:10][C:7]3=[N:8][CH:9]=[C:4]2[NH:3][N:2]=1.[CH:22]1([S:25](Cl)(=[O:27])=[O:26])[CH2:24][CH2:23]1. Product: [C:1]1([C:13]23[CH2:20][CH2:19][C:16]([NH:21][S:25]([CH:22]4[CH2:24][CH2:23]4)(=[O:27])=[O:26])([CH2:17][CH2:18]2)[CH2:15][CH2:14]3)[C:5]2=[C:6]3[CH:12]=[CH:11][NH:10][C:7]3=[N:8][CH:9]=[C:4]2[NH:3][N:2]=1. The catalyst class is: 18. (4) Reactant: O.[OH-].[Li+].C[O:5][C:6]([C:8]1[C:16]2[C:11](=[CH:12][CH:13]=[CH:14][CH:15]=2)[N:10]([C:17]2[N:18]=[CH:19][C:20]3[C:25]([CH:26]=2)=[CH:24][CH:23]=[CH:22][CH:21]=3)[CH:9]=1)=[O:7].Cl. Product: [C:6]([C:8]1[C:16]2[C:11](=[CH:12][CH:13]=[CH:14][CH:15]=2)[N:10]([C:17]2[N:18]=[CH:19][C:20]3[C:25]([CH:26]=2)=[CH:24][CH:23]=[CH:22][CH:21]=3)[CH:9]=1)([OH:7])=[O:5]. The catalyst class is: 30. (5) Reactant: Br[C:2]1[C:3]([O:17][CH3:18])=[C:4]([C:13]([O:15][CH3:16])=[O:14])[C:5]2[N:6]=[CH:7][C:8](=[O:12])[NH:9][C:10]=2[CH:11]=1.[F:19][C:20]1[CH:21]=[C:22](B(O)O)[CH:23]=[CH:24][C:25]=1[F:26].C(=O)([O-])[O-].[K+].[K+]. Product: [F:19][C:20]1[CH:21]=[C:22]([C:2]2[C:3]([O:17][CH3:18])=[C:4]([C:13]([O:15][CH3:16])=[O:14])[C:5]3[N:6]=[CH:7][C:8](=[O:12])[NH:9][C:10]=3[CH:11]=2)[CH:23]=[CH:24][C:25]=1[F:26]. The catalyst class is: 70. (6) Reactant: C[O:2][C:3](=[O:32])[CH2:4][O:5][C:6]1[CH:11]=[CH:10][C:9]([S:12][CH2:13][CH:14]=[C:15]([C:23]2[CH:28]=[CH:27][C:26]([Br:29])=[CH:25][CH:24]=2)[C:16]2[CH:21]=[CH:20][C:19]([Br:22])=[CH:18][CH:17]=2)=[CH:8][C:7]=1[CH2:30][CH3:31].[OH-].[Na+].Cl. Product: [Br:29][C:26]1[CH:25]=[CH:24][C:23]([C:15]([C:16]2[CH:21]=[CH:20][C:19]([Br:22])=[CH:18][CH:17]=2)=[CH:14][CH2:13][S:12][C:9]2[CH:10]=[CH:11][C:6]([O:5][CH2:4][C:3]([OH:32])=[O:2])=[C:7]([CH2:30][CH3:31])[CH:8]=2)=[CH:28][CH:27]=1. The catalyst class is: 8.